Dataset: Forward reaction prediction with 1.9M reactions from USPTO patents (1976-2016). Task: Predict the product of the given reaction. (1) The product is: [CH2:1]([O:3][C:4](=[O:29])[CH2:5][N:6]([CH2:23][C:24]([O:26][CH2:27][CH3:28])=[O:25])[C:7]1[CH:12]=[C:11]([CH2:13][CH2:14][C:15]([OH:17])=[O:16])[CH:10]=[CH:9][C:8]=1[CH3:22])[CH3:2]. Given the reactants [CH2:1]([O:3][C:4](=[O:29])[CH2:5][N:6]([CH2:23][C:24]([O:26][CH2:27][CH3:28])=[O:25])[C:7]1[CH:12]=[C:11]([CH2:13][CH2:14][C:15]([O:17]C(C)(C)C)=[O:16])[CH:10]=[CH:9][C:8]=1[CH3:22])[CH3:2].Cl.O1CCOCC1, predict the reaction product. (2) Given the reactants [N:1]1([C@:4]23[CH2:45][CH2:44][C@@H:43]([C:46]([CH3:48])=[CH2:47])[C@@H:5]2[C@@H:6]2[C@@:19]([CH3:22])([CH2:20][CH2:21]3)[C@@:18]3([CH3:23])[C@@H:9]([C@:10]4([CH3:42])[C@@H:15]([CH2:16][CH2:17]3)[C:14]([CH3:25])([CH3:24])[C:13]([C:26]3[CH2:31][CH2:30][C@H:29]([C:32]([O:34][CH2:35][C:36]5[CH:41]=[CH:40][CH:39]=[CH:38][CH:37]=5)=[O:33])[CH2:28][CH:27]=3)=[CH:12][CH2:11]4)[CH2:8][CH2:7]2)CC1.[CH:49]([N:52]([CH2:56][CH3:57])[CH:53]([CH3:55])[CH3:54])([CH3:51])C.C1C[O:61]CC1, predict the reaction product. The product is: [C@H:51]12[CH2:54][C@H:53]([N:52]([CH2:56][CH2:57][NH:1][C@:4]34[CH2:45][CH2:44][C@@H:43]([C:46]([CH3:48])=[CH2:47])[C@@H:5]3[C@@H:6]3[C@@:19]([CH3:22])([CH2:20][CH2:21]4)[C@@:18]4([CH3:23])[C@@H:9]([C@:10]5([CH3:42])[C@@H:15]([CH2:16][CH2:17]4)[C:14]([CH3:25])([CH3:24])[C:13]([C:26]4[CH2:31][CH2:30][C@H:29]([C:32]([O:34][CH2:35][C:36]6[CH:41]=[CH:40][CH:39]=[CH:38][CH:37]=6)=[O:33])[CH2:28][CH:27]=4)=[CH:12][CH2:11]5)[CH2:8][CH2:7]3)[CH2:49]1)[CH2:55][O:61]2. (3) Given the reactants Br[C:2]1[CH:3]=[CH:4][C:5]2[O:10][CH2:9][C:8](=[O:11])[N:7]([CH2:12][C:13]3[CH:18]=[CH:17][CH:16]=[CH:15][CH:14]=3)[C:6]=2[CH:19]=1.B1(B2OC(C)(C)C(C)(C)O2)OC(C)(C)C(C)(C)O1.C([O-])(=O)C.[K+].Br[C:44]1[CH:45]=[C:46]([NH:51][S:52]([C:55]2[CH:60]=[CH:59][CH:58]=[CH:57][CH:56]=2)(=[O:54])=[O:53])[C:47]([Cl:50])=[N:48][CH:49]=1.C([O-])([O-])=O.[K+].[K+], predict the reaction product. The product is: [Cl:50][C:47]1[C:46]([NH:51][S:52]([C:55]2[CH:56]=[CH:57][CH:58]=[CH:59][CH:60]=2)(=[O:54])=[O:53])=[CH:45][C:44]([C:2]2[CH:3]=[CH:4][C:5]3[O:10][CH2:9][C:8](=[O:11])[N:7]([CH2:12][C:13]4[CH:18]=[CH:17][CH:16]=[CH:15][CH:14]=4)[C:6]=3[CH:19]=2)=[CH:49][N:48]=1. (4) Given the reactants [C:1]([N:8]1[CH2:13][CH2:12][CH:11]([NH:14][CH3:15])[CH2:10][CH2:9]1)([O:3][C:4]([CH3:7])([CH3:6])[CH3:5])=[O:2].[F:16][C:17]1[CH:24]=[CH:23][C:20]([CH:21]=O)=[C:19]([C:25]([F:28])([F:27])[F:26])[CH:18]=1.C(O[BH-](OC(=O)C)OC(=O)C)(=O)C.[Na+], predict the reaction product. The product is: [F:16][C:17]1[CH:24]=[CH:23][C:20]([CH2:21][N:14]([CH3:15])[CH:11]2[CH2:10][CH2:9][N:8]([C:1]([O:3][C:4]([CH3:6])([CH3:5])[CH3:7])=[O:2])[CH2:13][CH2:12]2)=[C:19]([C:25]([F:28])([F:27])[F:26])[CH:18]=1. (5) Given the reactants [CH3:1][O:2][C:3]([C@@H:5]([NH:13][C:14]([C@@H:16]([NH2:21])[CH2:17][C:18]([OH:20])=[O:19])=[O:15])[CH2:6][C:7]1[CH:12]=[CH:11][CH:10]=[CH:9][CH:8]=1)=[O:4].Cl.[CH3:23][C:24]([CH3:29])([CH3:28])[CH2:25][CH:26]=O.C(=O)([O-])O.[Na+], predict the reaction product. The product is: [CH3:23][C:24]([CH2:25][CH2:26][NH:21][C@H:16]([C:14]([NH:13][C@H:5]([C:3]([O:2][CH3:1])=[O:4])[CH2:6][C:7]1[CH:12]=[CH:11][CH:10]=[CH:9][CH:8]=1)=[O:15])[CH2:17][C:18]([OH:20])=[O:19])([CH3:29])[CH3:28]. (6) Given the reactants [CH2:1]([O:3][C:4](=[O:36])[CH:5]=[CH:6][C:7]1[CH:8]=[C:9]2[C:13](=[CH:14][CH:15]=1)[N:12]([CH3:16])[CH:11]=[C:10]2[C:17]1[N:25]([S:26]([C:29]2[CH:34]=[CH:33][C:32]([CH3:35])=[CH:31][CH:30]=2)(=[O:28])=[O:27])[C:20]2=[N:21][CH:22]=[CH:23][CH:24]=[C:19]2[CH:18]=1)[CH3:2], predict the reaction product. The product is: [CH2:1]([O:3][C:4](=[O:36])[CH2:5][CH2:6][C:7]1[CH:8]=[C:9]2[C:13](=[CH:14][CH:15]=1)[N:12]([CH3:16])[CH:11]=[C:10]2[C:17]1[N:25]([S:26]([C:29]2[CH:34]=[CH:33][C:32]([CH3:35])=[CH:31][CH:30]=2)(=[O:27])=[O:28])[C:20]2=[N:21][CH:22]=[CH:23][CH:24]=[C:19]2[CH:18]=1)[CH3:2]. (7) Given the reactants [ClH:1].[N:2]1([CH2:8][CH2:9][N:10]2[CH2:15][C:14]3[CH:16]=[C:17](/[CH:20]=[CH:21]/[C:22]([OH:24])=O)[CH:18]=[N:19][C:13]=3[NH:12][C:11]2=[O:25])[CH2:7][CH2:6][O:5][CH2:4][CH2:3]1.Cl.CN1CC2C=C(/C=C/C(O)=O)C=NC=2NC(=O)C1.[CH2:45]1[C:55]2=[C:56]3[C:51](=[CH:52][CH:53]=[CH:54]2)[C:50]([CH2:57][NH:58][CH3:59])=[CH:49][CH:48]=[C:47]3[CH2:46]1.CNCC1C=CC2C(=CC=CC=2)C=1CCC, predict the reaction product. The product is: [ClH:1].[CH2:45]1[C:55]2=[C:56]3[C:51](=[CH:52][CH:53]=[CH:54]2)[C:50]([CH2:57][N:58]([CH3:59])[C:22](=[O:24])/[CH:21]=[CH:20]/[C:17]2[CH:18]=[N:19][C:13]4[NH:12][C:11](=[O:25])[N:10]([CH2:9][CH2:8][N:2]5[CH2:7][CH2:6][O:5][CH2:4][CH2:3]5)[CH2:15][C:14]=4[CH:16]=2)=[CH:49][CH:48]=[C:47]3[CH2:46]1.